This data is from Catalyst prediction with 721,799 reactions and 888 catalyst types from USPTO. The task is: Predict which catalyst facilitates the given reaction. (1) Reactant: O=[C:2]([CH:8]1[C:17](=O)[C:16]2[N:15]=[C:14]([C:19]3[CH:20]=[N:21][N:22]([C:24]4[CH:25]=[N:26][CH:27]=[CH:28][CH:29]=4)[CH:23]=3)[CH:13]=[CH:12][C:11]=2[CH2:10][CH2:9]1)[C:3]([O:5][CH2:6][CH3:7])=[O:4].O.[NH2:31][NH2:32]. Product: [N:26]1[CH:27]=[CH:28][CH:29]=[C:24]([N:22]2[CH:23]=[C:19]([C:14]3[CH:13]=[CH:12][C:11]4[CH2:10][CH2:9][C:8]5=[C:2]([C:3]([O:5][CH2:6][CH3:7])=[O:4])[NH:31][N:32]=[C:17]5[C:16]=4[N:15]=3)[CH:20]=[N:21]2)[CH:25]=1. The catalyst class is: 8. (2) Product: [F:1][C:2]1[CH:3]=[CH:4][C:5]([CH2:8][C:9]([OH:11])=[O:10])=[CH:6][C:7]=1[N+:12]([O-:14])=[O:13]. Reactant: [F:1][C:2]1[CH:7]=[CH:6][C:5]([CH2:8][C:9]([OH:11])=[O:10])=[CH:4][CH:3]=1.[N+:12]([O-])([O-:14])=[O:13].[K+]. The catalyst class is: 82. (3) Reactant: C[O:2][C:3](=[O:33])/[CH:4]=[CH:5]/[C:6]1[CH:11]=[CH:10][C:9]([C:12]#[C:13][C:14]2[CH:23]=[C:22]([O:24][CH3:25])[C:21]3[CH:20]([N:26]([CH:28]4[CH2:30][CH2:29]4)[CH3:27])[CH2:19][CH2:18][C:17]([CH3:32])([CH3:31])[C:16]=3[CH:15]=2)=[CH:8][CH:7]=1.[OH-].[K+].Cl. Product: [CH:28]1([N:26]([CH3:27])[CH:20]2[CH2:19][CH2:18][C:17]([CH3:32])([CH3:31])[C:16]3[CH:15]=[C:14]([C:13]#[C:12][C:9]4[CH:8]=[CH:7][C:6](/[CH:5]=[CH:4]/[C:3]([OH:33])=[O:2])=[CH:11][CH:10]=4)[CH:23]=[C:22]([O:24][CH3:25])[C:21]2=3)[CH2:29][CH2:30]1. The catalyst class is: 111. (4) Reactant: C(OC([N:9]1[CH:13]=[CH:12][N:11]=[CH:10]1)(OCC)C)C.[Li]CCCC.[Br:19][C:20]1[CH:33]=[C:32]2[C:23]([O:24][C:25]3[C:26]([F:37])=[CH:27][C:28]([O:35][CH3:36])=[CH:29][C:30]=3[C:31]2=[O:34])=[CH:22][CH:21]=1. Product: [Br:19][C:20]1[CH:33]=[C:32]2[C:23]([O:24][C:25]3[C:26]([F:37])=[CH:27][C:28]([O:35][CH3:36])=[CH:29][C:30]=3[C:31]2([C:10]2[NH:9][CH:13]=[CH:12][N:11]=2)[OH:34])=[CH:22][CH:21]=1. The catalyst class is: 27. (5) The catalyst class is: 144. Reactant: [C:1]([O:5][CH:6]([C:10]1[N:15]([CH3:16])[C:14](=[O:17])[C:13]2[NH:18][CH:19]=[CH:20][C:12]=2[C:11]=1[C:21]1[C:22]([CH3:31])=[C:23]2[C:28](=[CH:29][CH:30]=1)[O:27][CH2:26][CH2:25][CH2:24]2)[C:7]([OH:9])=[O:8])([CH3:4])([CH3:3])[CH3:2].[F:32][C:33]1[CH:34]=[C:35]([CH:38]=[CH:39][CH:40]=1)[CH2:36]Br. Product: [C:1]([O:5][CH:6]([C:10]1[N:15]([CH3:16])[C:14](=[O:17])[C:13]2[N:18]([CH2:36][C:35]3[CH:38]=[CH:39][CH:40]=[C:33]([F:32])[CH:34]=3)[CH:19]=[CH:20][C:12]=2[C:11]=1[C:21]1[C:22]([CH3:31])=[C:23]2[C:28](=[CH:29][CH:30]=1)[O:27][CH2:26][CH2:25][CH2:24]2)[C:7]([OH:9])=[O:8])([CH3:4])([CH3:3])[CH3:2].